Dataset: Catalyst prediction with 721,799 reactions and 888 catalyst types from USPTO. Task: Predict which catalyst facilitates the given reaction. (1) Reactant: CC(OI1(OC(C)=O)(OC(C)=O)OC(=O)C2C1=CC=CC=2)=O.[OH:23][CH:24]([C:47]1[CH:52]=[CH:51][C:50]([O:53][C:54]([F:57])([F:56])[F:55])=[CH:49][CH:48]=1)[C:25]1[C:26]([C:41]2[CH:46]=[CH:45][CH:44]=[CH:43][CH:42]=2)=[C:27]2[C:32](=[CH:33][C:34]=1[CH:35]([CH3:37])[CH3:36])[O:31][C:30]([CH3:39])([CH3:38])[CH2:29][C:28]2=[O:40]. Product: [CH:35]([C:34]1[CH:33]=[C:32]2[C:27]([C:28](=[O:40])[CH2:29][C:30]([CH3:39])([CH3:38])[O:31]2)=[C:26]([C:41]2[CH:46]=[CH:45][CH:44]=[CH:43][CH:42]=2)[C:25]=1[C:24](=[O:23])[C:47]1[CH:48]=[CH:49][C:50]([O:53][C:54]([F:55])([F:56])[F:57])=[CH:51][CH:52]=1)([CH3:37])[CH3:36]. The catalyst class is: 4. (2) Reactant: [F:1][C:2]1[CH:7]=[CH:6][C:5]([F:8])=[CH:4][C:3]=1[C:9]1[C:10]([C:17]([O:19]C)=O)=[CH:11][C:12]([CH2:15][OH:16])=[CH:13][CH:14]=1.[C:21]([Li])([CH3:24])([CH3:23])[CH3:22]. Product: [F:1][C:2]1[CH:7]=[CH:6][C:5]([F:8])=[CH:4][C:3]=1[C:9]1[CH:14]=[CH:13][C:12]([CH2:15][OH:16])=[CH:11][C:10]=1[C:17](=[O:19])[C:21]([CH3:24])([CH3:23])[CH3:22]. The catalyst class is: 1. (3) Reactant: Br[C:2]1[CH:10]=[CH:9][CH:8]=[C:7]2[C:3]=1[C:4]1([C:25]3=[N:26][C:27]([O:30][CH3:31])=[CH:28][CH:29]=[C:24]3[O:23][CH2:22]1)[C:5](=[O:21])[N:6]2[CH2:11][C:12]1[O:13][C:14]([C:17]([F:20])([F:19])[F:18])=[CH:15][CH:16]=1.[O:32]1[CH:36]=[CH:35][C:34](B(O)O)=[CH:33]1. Product: [O:32]1[CH:36]=[CH:35][C:34]([C:2]2[CH:10]=[CH:9][CH:8]=[C:7]3[C:3]=2[C:4]2([C:25]4=[N:26][C:27]([O:30][CH3:31])=[CH:28][CH:29]=[C:24]4[O:23][CH2:22]2)[C:5](=[O:21])[N:6]3[CH2:11][C:12]2[O:13][C:14]([C:17]([F:19])([F:18])[F:20])=[CH:15][CH:16]=2)=[CH:33]1. The catalyst class is: 73.